This data is from Reaction yield outcomes from USPTO patents with 853,638 reactions. The task is: Predict the reaction yield, written as a fraction of the theoretical maximum amount of product (1.0 means a 100% yield; for example, 0.34 means a 34% yield). (1) The reactants are [F:1][CH2:2][CH:3](O)[CH2:4][F:5].N1C=CC=CC=1.C(#N)C.FC(F)(F)S(OS(C(F)(F)F)(=O)=O)(=O)=O.C(=O)([O-])[O-].[K+].[K+].[CH3:37][O:38][C:39]1[C:49]([N+:50]([O-:52])=[O:51])=[CH:48][C:42]2[CH2:43][CH2:44][NH:45][CH2:46][CH2:47][C:41]=2[CH:40]=1. No catalyst specified. The product is [F:1][CH2:2][CH:3]([N:45]1[CH2:46][CH2:47][C:41]2[CH:40]=[C:39]([O:38][CH3:37])[C:49]([N+:50]([O-:52])=[O:51])=[CH:48][C:42]=2[CH2:43][CH2:44]1)[CH2:4][F:5]. The yield is 0.500. (2) The reactants are [C:1]([O:4][C@H:5]1[C@H:10]([O:11][C:12](=[O:14])[CH3:13])[C@@H:9]([O:15][C:16](=[O:18])[CH3:17])[C@H:8]([C:19]2[CH:24]=[CH:23][C:22]([Cl:25])=[C:21]([CH2:26]OC3C=CC=CC=3)[CH:20]=2)[O:7][C@@H:6]1[CH2:34][O:35][C:36](=[O:38])[CH3:37])(=[O:3])[CH3:2].[BrH:39].C([O-])([O-])=O.[K+].[K+]. The catalyst is C(O)(=O)C. The product is [C:1]([O:4][C@H:5]1[C@H:10]([O:11][C:12](=[O:14])[CH3:13])[C@@H:9]([O:15][C:16](=[O:18])[CH3:17])[C@H:8]([C:19]2[CH:24]=[CH:23][C:22]([Cl:25])=[C:21]([CH2:26][Br:39])[CH:20]=2)[O:7][C@@H:6]1[CH2:34][O:35][C:36](=[O:38])[CH3:37])(=[O:3])[CH3:2]. The yield is 0.810. (3) The reactants are Cl[C:2]1[N:3]=[C:4]([NH:18][CH3:19])[C:5]2[N:6]=[C:7]([NH:14][CH2:15][CH2:16][CH3:17])[N:8]=[C:9]([NH:12][CH3:13])[C:10]=2[N:11]=1.[F:20][C:21]1[CH:26]=[CH:25][C:24](B(O)O)=[CH:23][CH:22]=1.C([O-])([O-])=O.[Na+].[Na+].O. The catalyst is C(COC)OC.C1C=CC([P]([Pd]([P](C2C=CC=CC=2)(C2C=CC=CC=2)C2C=CC=CC=2)([P](C2C=CC=CC=2)(C2C=CC=CC=2)C2C=CC=CC=2)[P](C2C=CC=CC=2)(C2C=CC=CC=2)C2C=CC=CC=2)(C2C=CC=CC=2)C2C=CC=CC=2)=CC=1. The product is [CH3:13][NH:12][C:9]1[C:10]2[N:11]=[C:2]([C:24]3[CH:25]=[CH:26][C:21]([F:20])=[CH:22][CH:23]=3)[N:3]=[C:4]([NH:18][CH3:19])[C:5]=2[N:6]=[C:7]([NH:14][CH2:15][CH2:16][CH3:17])[N:8]=1. The yield is 0.550. (4) The reactants are [N:1]1[CH:6]=[CH:5][CH:4]=[N:3][CH:2]=1.[Li+].[OH-].CN(C(ON1N=[N:24][C:19]2C=C[CH:22]=[N:23][C:18]1=2)=[N+](C)C)C.F[P-](F)(F)(F)(F)F.CC[N:35]([CH:39]([CH3:41])C)[CH:36]([CH3:38])[CH3:37].[CH2:42]([NH2:52])[C:43]1[CH:51]=[CH:50][C:49]2[O:48][CH2:47][O:46][C:45]=2[CH:44]=1.[CH2:53]1[CH2:57][O:56][CH2:55][CH2:54]1.O. No catalyst specified. The product is [O:48]1[C:49]2[CH:50]=[CH:51][C:43]([CH2:42][NH:52][C:55]([C:54]3[CH:37]=[C:36]4[C:38]([CH:41]=[CH:39][N:35]4[C:6]4[CH:5]=[CH:4][N:3]=[C:2]([N:23]5[CH:18]=[CH:19][N:24]=[CH:22]5)[N:1]=4)=[CH:57][CH:53]=3)=[O:56])=[CH:44][C:45]=2[O:46][CH2:47]1. The yield is 0.0400. (5) The reactants are Br[C:2]1[CH:24]=[CH:23][C:5]([C:6]([NH:8][C:9]2[CH:14]=[CH:13][CH:12]=[CH:11][C:10]=2[NH:15][C:16](=[O:22])[O:17][C:18]([CH3:21])([CH3:20])[CH3:19])=[O:7])=[CH:4][C:3]=1[F:25].[N:26]1[CH:31]=[CH:30][CH:29]=[C:28](B(O)O)[CH:27]=1.C(=O)([O-])O.[Na+]. The catalyst is [Pd].C1(P(C2C=CC=CC=2)C2C=CC=CC=2)C=CC=CC=1.C1(P(C2C=CC=CC=2)C2C=CC=CC=2)C=CC=CC=1.C1(P(C2C=CC=CC=2)C2C=CC=CC=2)C=CC=CC=1.C1(P(C2C=CC=CC=2)C2C=CC=CC=2)C=CC=CC=1.COCCOC. The product is [C:18]([O:17][C:16]([NH:15][C:10]1[CH:11]=[CH:12][CH:13]=[CH:14][C:9]=1[NH:8][C:6](=[O:7])[C:5]1[CH:23]=[CH:24][C:2]([C:28]2[CH:27]=[N:26][CH:31]=[CH:30][CH:29]=2)=[C:3]([F:25])[CH:4]=1)=[O:22])([CH3:21])([CH3:20])[CH3:19]. The yield is 0.910. (6) The reactants are [CH3:1][C:2]1[CH:7]=[CH:6][N:5]=[CH:4][C:3]=1[N:8]1[CH2:12][CH2:11][NH:10][C:9]1=[O:13].Br[C:15]1[C:19]2[C:20]([O:24][CH3:25])=[N:21][CH:22]=[CH:23][C:18]=2[S:17][CH:16]=1.N[C@@H]1CCCC[C@H]1N.P([O-])([O-])([O-])=O.[K+].[K+].[K+]. The catalyst is [Cu](I)I.O1CCOCC1. The product is [CH3:25][O:24][C:20]1[C:19]2[C:15]([N:10]3[CH2:11][CH2:12][N:8]([C:3]4[CH:4]=[N:5][CH:6]=[CH:7][C:2]=4[CH3:1])[C:9]3=[O:13])=[CH:16][S:17][C:18]=2[CH:23]=[CH:22][N:21]=1. The yield is 0.403. (7) The reactants are F[C:2]1[N:7]2[CH:8]=[C:9]([CH2:11][N:12]3[C@H:25]4[C@H:16]([CH2:17][CH2:18][C:19]5[C:24]4=[N:23][CH:22]=[CH:21][CH:20]=5)[CH2:15][CH2:14][CH2:13]3)[N:10]=[C:6]2[CH:5]=[CH:4][CH:3]=1.[N:26]1([CH:31]2[CH2:36][CH2:35][NH:34][CH2:33][CH2:32]2)[CH2:30][CH2:29][CH2:28][CH2:27]1. The catalyst is CS(C)=O. The product is [N:26]1([CH:31]2[CH2:36][CH2:35][N:34]([C:2]3[N:7]4[CH:8]=[C:9]([CH2:11][N:12]5[C@H:25]6[C@H:16]([CH2:17][CH2:18][C:19]7[C:24]6=[N:23][CH:22]=[CH:21][CH:20]=7)[CH2:15][CH2:14][CH2:13]5)[N:10]=[C:6]4[CH:5]=[CH:4][CH:3]=3)[CH2:33][CH2:32]2)[CH2:30][CH2:29][CH2:28][CH2:27]1. The yield is 0.520. (8) The reactants are ClC1C(NC2C=C(C3CC3)NN=2)=NC(C2SC(C(O)C(OCC)=O)=CC=2)=NC=1.[C:29]([O:32][CH2:33][CH2:34][CH:35]([C:44]1[S:45][C:46](Br)=[CH:47][CH:48]=1)[O:36][Si:37]([C:40]([CH3:43])([CH3:42])[CH3:41])([CH3:39])[CH3:38])(=[O:31])[CH3:30].C(OCCC(C1SC(B(O)O)=CC=1)O[Si](C(C)(C)C)(C)C)(=O)C.Br[C:74]1[N:79]=[C:78]([NH:80][C:81]2[CH:85]=[C:84]([CH:86]3[CH2:88][CH2:87]3)[NH:83][N:82]=2)[C:77]([C:89]#[C:90][Si](C)(C)C)=[CH:76][N:75]=1. No catalyst specified. The product is [C:29]([O:32][CH2:33][CH2:34][CH:35]([O:36][Si:37]([C:40]([CH3:43])([CH3:42])[CH3:41])([CH3:39])[CH3:38])[C:44]1[S:45][C:46]([C:74]2[N:79]=[C:78]([NH:80][C:81]3[CH:85]=[C:84]([CH:86]4[CH2:88][CH2:87]4)[NH:83][N:82]=3)[C:77]([C:89]#[CH:90])=[CH:76][N:75]=2)=[CH:47][CH:48]=1)(=[O:31])[CH3:30]. The yield is 0.500.